Predict the product of the given reaction. From a dataset of Forward reaction prediction with 1.9M reactions from USPTO patents (1976-2016). (1) Given the reactants [CH2:1]([O:5][C:6]1[CH:11]=[CH:10][CH:9]=[CH:8][C:7]=1[Cl:12])[CH:2]1[O:4][CH2:3]1.[CH3:13][C:14]([NH2:25])([CH3:24])[CH2:15][C:16]1[CH:21]=[CH:20][C:19]([O:22][CH3:23])=[CH:18][CH:17]=1, predict the reaction product. The product is: [ClH:12].[OH:4][CH:2]([CH2:1][O:5][C:6]1[CH:11]=[CH:10][CH:9]=[CH:8][C:7]=1[Cl:12])[CH2:3][NH:25][C:14]([CH3:24])([CH3:13])[CH2:15][C:16]1[CH:21]=[CH:20][C:19]([O:22][CH3:23])=[CH:18][CH:17]=1. (2) Given the reactants [CH:1]1([C:7]([N:9]2[CH2:15][C:14]3[N:16]=[CH:17][C:18]([C:20]([O:22]C)=O)=[CH:19][C:13]=3[O:12][CH2:11][CH2:10]2)=[O:8])[CH2:6][CH2:5][CH2:4][CH2:3][CH2:2]1.[OH-:24].[Na+].[NH2:26]O.Cl, predict the reaction product. The product is: [CH:1]1([C:7]([N:9]2[CH2:15][C:14]3[N:16]=[CH:17][C:18]([C:20]([NH:26][OH:24])=[O:22])=[CH:19][C:13]=3[O:12][CH2:11][CH2:10]2)=[O:8])[CH2:6][CH2:5][CH2:4][CH2:3][CH2:2]1. (3) Given the reactants [C:1]([O:5][C:6]([N:8]([CH3:85])[C@@H:9]([CH3:84])[C:10]([NH:12][C@@H:13]([C:80]([CH3:83])([CH3:82])[CH3:81])[C:14]([N:16]1[C@H:20]([C:21](=[O:33])[NH:22][C@H:23]2[C:32]3[C:27](=[CH:28][CH:29]=[CH:30][CH:31]=3)[CH2:26][CH2:25][CH2:24]2)[CH2:19][C@H:18]([NH:34][C:35]([N:37]2[C:45]3[C:40](=[CH:41][C:42]([CH2:46][N:47]([C@@H:70]([C:74]4[CH:79]=[CH:78][CH:77]=[CH:76][CH:75]=4)[CH2:71][O:72][CH3:73])[C:48]([C@@H:50]4[CH2:59][C:58]5[C:53](=[CH:54][CH:55]=[CH:56][CH:57]=5)[CH2:52][N:51]4C(OCC4C=CC=CC=4)=O)=[O:49])=[CH:43][CH:44]=3)[CH:39]=[CH:38]2)=[O:36])[CH2:17]1)=[O:15])=[O:11])=[O:7])([CH3:4])([CH3:3])[CH3:2], predict the reaction product. The product is: [CH3:73][O:72][CH2:71][C@H:70]([N:47]([CH2:46][C:42]1[CH:41]=[C:40]2[C:45](=[CH:44][CH:43]=1)[N:37]([C:35]([NH:34][C@@H:18]1[CH2:17][N:16]([C:14](=[O:15])[C@@H:13]([NH:12][C:10](=[O:11])[C@@H:9]([N:8]([CH3:85])[C:6](=[O:7])[O:5][C:1]([CH3:3])([CH3:4])[CH3:2])[CH3:84])[C:80]([CH3:81])([CH3:82])[CH3:83])[C@H:20]([C:21](=[O:33])[NH:22][C@@H:23]3[C:32]4[C:27](=[CH:28][CH:29]=[CH:30][CH:31]=4)[CH2:26][CH2:25][CH2:24]3)[CH2:19]1)=[O:36])[CH:38]=[CH:39]2)[C:48]([C@@H:50]1[CH2:59][C:58]2[C:53](=[CH:54][CH:55]=[CH:56][CH:57]=2)[CH2:52][NH:51]1)=[O:49])[C:74]1[CH:79]=[CH:78][CH:77]=[CH:76][CH:75]=1. (4) Given the reactants Br[C:2]1[N:7]=[C:6]([CH:8]=[N:9][C:10]2[C:15]([CH:16]([CH3:18])[CH3:17])=[CH:14][CH:13]=[CH:12][C:11]=2[CH:19]([CH3:21])[CH3:20])[CH:5]=[CH:4][CH:3]=1.[CH2:22]([O:26][C:27]1[C:28]([CH3:37])=[CH:29][C:30]([CH3:36])=[C:31](B(O)O)[CH:32]=1)[CH2:23][CH:24]=[CH2:25].[OH-].[K+], predict the reaction product. The product is: [CH2:22]([O:26][C:27]1[C:28]([CH3:37])=[CH:29][C:30]([CH3:36])=[C:31]([C:2]2[N:7]=[C:6]([CH:8]=[N:9][C:10]3[C:15]([CH:16]([CH3:18])[CH3:17])=[CH:14][CH:13]=[CH:12][C:11]=3[CH:19]([CH3:21])[CH3:20])[CH:5]=[CH:4][CH:3]=2)[CH:32]=1)[CH2:23][CH:24]=[CH2:25]. (5) Given the reactants [NH2:1][C:2]1[CH:24]=[CH:23][C:5]2[N:6]=[C:7]([S:9][CH2:10][C:11]([N:13]3[C:22]4[C:17](=[CH:18][CH:19]=[CH:20][CH:21]=4)[CH2:16][CH2:15][CH2:14]3)=[O:12])[S:8][C:4]=2[CH:3]=1.[CH3:25][S:26](Cl)(=[O:28])=[O:27].CCN(CC)CC.[OH-].[Na+], predict the reaction product. The product is: [N:13]1([C:11](=[O:12])[CH2:10][S:9][C:7]2[S:8][C:4]3[CH:3]=[C:2]([NH:1][S:26]([CH3:25])(=[O:28])=[O:27])[CH:24]=[CH:23][C:5]=3[N:6]=2)[C:22]2[C:17](=[CH:18][CH:19]=[CH:20][CH:21]=2)[CH2:16][CH2:15][CH2:14]1. (6) Given the reactants [CH:1]1([C:6]2[C:14]3[C:9](=[CH:10][C:11]([C:15](O)=[O:16])=[CH:12][CH:13]=3)[N:8]([CH3:18])[C:7]=2[C:19]2[CH:24]=[N:23][CH:22]=[CH:21][N:20]=2)[CH2:5][CH2:4][CH2:3][CH2:2]1.C([O:27][C:28](=[O:46])/[CH:29]=[CH:30]/[C:31]1[CH:45]=[CH:44][C:34]2[N:35]([CH3:43])[C:36]([C:38]3([NH2:42])[CH2:41][CH2:40][CH2:39]3)=[N:37][C:33]=2[CH:32]=1)C, predict the reaction product. The product is: [CH:1]1([C:6]2[C:14]3[C:9](=[CH:10][C:11]([C:15]([NH:42][C:38]4([C:36]5[N:35]([CH3:43])[C:34]6[CH:44]=[CH:45][C:31](/[CH:30]=[CH:29]/[C:28]([OH:27])=[O:46])=[CH:32][C:33]=6[N:37]=5)[CH2:39][CH2:40][CH2:41]4)=[O:16])=[CH:12][CH:13]=3)[N:8]([CH3:18])[C:7]=2[C:19]2[CH:24]=[N:23][CH:22]=[CH:21][N:20]=2)[CH2:5][CH2:4][CH2:3][CH2:2]1.